This data is from NCI-60 drug combinations with 297,098 pairs across 59 cell lines. The task is: Regression. Given two drug SMILES strings and cell line genomic features, predict the synergy score measuring deviation from expected non-interaction effect. (1) Drug 1: COC1=C(C=C2C(=C1)N=CN=C2NC3=CC(=C(C=C3)F)Cl)OCCCN4CCOCC4. Drug 2: CC1=C(N=C(N=C1N)C(CC(=O)N)NCC(C(=O)N)N)C(=O)NC(C(C2=CN=CN2)OC3C(C(C(C(O3)CO)O)O)OC4C(C(C(C(O4)CO)O)OC(=O)N)O)C(=O)NC(C)C(C(C)C(=O)NC(C(C)O)C(=O)NCCC5=NC(=CS5)C6=NC(=CS6)C(=O)NCCC[S+](C)C)O. Cell line: UO-31. Synergy scores: CSS=33.3, Synergy_ZIP=-1.36, Synergy_Bliss=0.109, Synergy_Loewe=1.14, Synergy_HSA=4.27. (2) Drug 1: CN1C(=O)N2C=NC(=C2N=N1)C(=O)N. Drug 2: COCCOC1=C(C=C2C(=C1)C(=NC=N2)NC3=CC=CC(=C3)C#C)OCCOC.Cl. Cell line: T-47D. Synergy scores: CSS=1.06, Synergy_ZIP=-2.40, Synergy_Bliss=-3.56, Synergy_Loewe=-3.67, Synergy_HSA=-2.96. (3) Drug 1: CN1CCC(CC1)COC2=C(C=C3C(=C2)N=CN=C3NC4=C(C=C(C=C4)Br)F)OC. Drug 2: CC1CCCC2(C(O2)CC(NC(=O)CC(C(C(=O)C(C1O)C)(C)C)O)C(=CC3=CSC(=N3)C)C)C. Cell line: MOLT-4. Synergy scores: CSS=1.27, Synergy_ZIP=-3.91, Synergy_Bliss=-8.58, Synergy_Loewe=-9.09, Synergy_HSA=-8.84. (4) Drug 1: CCC1(CC2CC(C3=C(CCN(C2)C1)C4=CC=CC=C4N3)(C5=C(C=C6C(=C5)C78CCN9C7C(C=CC9)(C(C(C8N6C=O)(C(=O)OC)O)OC(=O)C)CC)OC)C(=O)OC)O.OS(=O)(=O)O. Drug 2: COC1=NC(=NC2=C1N=CN2C3C(C(C(O3)CO)O)O)N. Cell line: LOX IMVI. Synergy scores: CSS=10.3, Synergy_ZIP=-4.97, Synergy_Bliss=-6.57, Synergy_Loewe=-45.1, Synergy_HSA=-6.26.